From a dataset of Full USPTO retrosynthesis dataset with 1.9M reactions from patents (1976-2016). Predict the reactants needed to synthesize the given product. The reactants are: [Cl:1][C:2]1[CH:31]=[CH:30][C:5]2[N:6]([CH3:29])[C:7](=[O:28])[CH2:8][NH:9][C@@:10]([C@H:17]([O:21][C:22]3[N:27]=[CH:26][CH:25]=[CH:24][N:23]=3)[C:18]([OH:20])=O)([C:11]3[CH:16]=[CH:15][CH:14]=[CH:13][CH:12]=3)[C:4]=2[CH:3]=1.Cl[C:33]1N=CC(C)=CN=1. Given the product [Cl:1][C:2]1[CH:31]=[CH:30][C:5]2[N:6]([CH3:29])[C:7](=[O:28])[CH2:8][N:9]3[C:18](=[O:20])[C@@H:17]([O:21][C:22]4[N:27]=[CH:26][C:25]([CH3:33])=[CH:24][N:23]=4)[C@:10]3([C:11]3[CH:12]=[CH:13][CH:14]=[CH:15][CH:16]=3)[C:4]=2[CH:3]=1, predict the reactants needed to synthesize it.